Task: Predict which catalyst facilitates the given reaction.. Dataset: Catalyst prediction with 721,799 reactions and 888 catalyst types from USPTO (1) Reactant: [N+:1]([C:4]1[CH:24]=[CH:23][C:7]([CH2:8][O:9][N:10]=[CH:11][C:12]2[CH:17]=[CH:16][C:15](/[CH:18]=[CH:19]/[C:20](O)=[O:21])=[CH:14][CH:13]=2)=[CH:6][CH:5]=1)([O-:3])=[O:2].O=S(Cl)Cl.CCN(C(C)C)C(C)C.C1(C(C2C=CC=CC=2)(C2C=CC=CC=2)[S:45][NH2:46])C=CC=CC=1. Product: [SH:45][NH:46][C:20](=[O:21])/[CH:19]=[CH:18]/[C:15]1[CH:16]=[CH:17][C:12]([CH:11]=[N:10][O:9][CH2:8][C:7]2[CH:23]=[CH:24][C:4]([N+:1]([O-:3])=[O:2])=[CH:5][CH:6]=2)=[CH:13][CH:14]=1. The catalyst class is: 2. (2) Reactant: [C:1]([C:5]1[NH:6][C:7]([C:18]2[C:19](F)=[N:20][CH:21]=[CH:22][CH:23]=2)=[C:8]([C:10]2[CH:15]=[CH:14][C:13]([F:16])=[CH:12][C:11]=2[NH2:17])[N:9]=1)([CH3:4])([CH3:3])[CH3:2]. Product: [C:1]([C:5]1[NH:6][C:7]2[C:18]3[CH:23]=[CH:22][CH:21]=[N:20][C:19]=3[NH:17][C:11]3[CH:12]=[C:13]([F:16])[CH:14]=[CH:15][C:10]=3[C:8]=2[N:9]=1)([CH3:4])([CH3:2])[CH3:3]. The catalyst class is: 8. (3) Reactant: [F:1][C:2]1[CH:12]=[CH:11][C:5]2[NH:6][C@@H:7]([CH3:10])[CH2:8][O:9][C:4]=2[C:3]=1[F:13].CC1C=CC(S(O)(=O)=O)=CC=1.[Na]. Product: [F:1][C:2]1[CH:12]=[CH:11][C:5]2[NH:6][C@@H:7]([CH3:10])[CH2:8][O:9][C:4]=2[C:3]=1[F:13]. The catalyst class is: 25.